From a dataset of Full USPTO retrosynthesis dataset with 1.9M reactions from patents (1976-2016). Predict the reactants needed to synthesize the given product. (1) The reactants are: [ClH:1].C(OCC)(=O)C.[CH2:8]([O:15][C:16]1[C:17]([F:34])=[C:18]([C:31]([OH:33])=[O:32])[C:19]([NH:23]C(OC(C)(C)C)=O)=[CH:20][C:21]=1[F:22])[C:9]1[CH:14]=[CH:13][CH:12]=[CH:11][CH:10]=1. Given the product [ClH:1].[NH2:23][C:19]1[C:18]([C:31]([OH:33])=[O:32])=[C:17]([F:34])[C:16]([O:15][CH2:8][C:9]2[CH:10]=[CH:11][CH:12]=[CH:13][CH:14]=2)=[C:21]([F:22])[CH:20]=1, predict the reactants needed to synthesize it. (2) Given the product [CH3:1][N:2]1[C:10]2[C:5](=[CH:6][C:7]([N+:15]([O-:17])=[O:16])=[CH:8][CH:9]=2)[C:4]2([CH2:13][CH2:12][CH2:11]2)[C:3]1=[O:14], predict the reactants needed to synthesize it. The reactants are: [CH3:1][N:2]1[C:10]2[C:5](=[CH:6][CH:7]=[CH:8][CH:9]=2)[C:4]2([CH2:13][CH2:12][CH2:11]2)[C:3]1=[O:14].[N+:15]([O-])([OH:17])=[O:16]. (3) Given the product [CH3:17][O:18][C:19]1[CH:20]=[C:21]([C:25]2[N:26]=[C:27]3[N:32]=[C:31]([NH:33][C:13]([C:12]4[N:11]([CH3:16])[N:10]=[CH:9][C:8]=4[C:6]([N:4]4[CH2:3][CH:2]([F:1])[CH2:5]4)=[O:7])=[O:15])[CH:30]=[CH:29][N:28]3[CH:34]=2)[CH:22]=[CH:23][CH:24]=1, predict the reactants needed to synthesize it. The reactants are: [F:1][CH:2]1[CH2:5][N:4]([C:6]([C:8]2[CH:9]=[N:10][N:11]([CH3:16])[C:12]=2[C:13]([OH:15])=O)=[O:7])[CH2:3]1.[CH3:17][O:18][C:19]1[CH:20]=[C:21]([C:25]2[N:26]=[C:27]3[N:32]=[C:31]([NH2:33])[CH:30]=[CH:29][N:28]3[CH:34]=2)[CH:22]=[CH:23][CH:24]=1. (4) Given the product [CH3:1][O:2][CH2:3][CH2:4][C:5]1[S:9][C:8]([S:10]([NH2:15])(=[O:12])=[O:11])=[CH:7][C:6]=1[CH3:14], predict the reactants needed to synthesize it. The reactants are: [CH3:1][O:2][CH2:3][CH2:4][C:5]1[S:9][C:8]([S:10](Cl)(=[O:12])=[O:11])=[CH:7][C:6]=1[CH3:14].[NH3:15]. (5) The reactants are: N1C(N)=C2C(N=CN2)=NC=1.[OH:11][C:12]([CH2:14][CH2:15][CH2:16][CH2:17][C@H:18]1[C@@H:26]2[C@@H:21]([NH:22][C:23]([NH:25]2)=[O:24])[CH2:20][S:19]1)=[O:13].P(N)([O-])[O-].N1C=NN=N1.II.N. Given the product [OH:13][C:12]([CH2:14][CH2:15][CH2:16][CH2:17][C@H:18]1[C@@H:26]2[C@@H:21]([NH:22][C:23]([NH:25]2)=[O:24])[CH2:20][S:19]1)=[O:11], predict the reactants needed to synthesize it. (6) Given the product [F:22][C:23]1[CH:24]=[C:25]([S:31]([N:6]2[CH:7]([CH3:17])[C:8]3[C:13](=[CH:12][CH:11]=[CH:10][CH:9]=3)[C:14]3[CH:1]=[CH:2][CH:3]=[CH:4][C:5]2=3)(=[O:33])=[O:32])[CH:26]=[CH:27][C:28]=1[O:29][CH3:30], predict the reactants needed to synthesize it. The reactants are: [CH:1]1[C:14]2[C:5](=[N:6][CH:7]=[C:8]3[C:13]=2[CH:12]=[CH:11][CH:10]=[CH:9]3)[CH:4]=[CH:3][CH:2]=1.C[Li].[CH2:17](OCC)C.[F:22][C:23]1[CH:24]=[C:25]([S:31](Cl)(=[O:33])=[O:32])[CH:26]=[CH:27][C:28]=1[O:29][CH3:30]. (7) Given the product [CH3:34][C:2]1([CH3:1])[O:3][C@H:4]2[CH:32]=[CH:29][C@:7]([CH2:8][O:9][C:10]([C:23]3[CH:28]=[CH:27][CH:26]=[CH:25][CH:24]=3)([C:11]3[CH:16]=[CH:15][CH:14]=[CH:13][CH:12]=3)[C:17]3[CH:22]=[CH:21][CH:20]=[CH:19][CH:18]=3)([OH:31])[C@H:5]2[O:6]1, predict the reactants needed to synthesize it. The reactants are: [CH3:1][C:2]1([CH3:34])[O:6][C@H:5]([C@@:7]([OH:31])([CH:29]=C)[CH2:8][O:9][C:10]([C:23]2[CH:28]=[CH:27][CH:26]=[CH:25][CH:24]=2)([C:17]2[CH:22]=[CH:21][CH:20]=[CH:19][CH:18]=2)[C:11]2[CH:16]=[CH:15][CH:14]=[CH:13][CH:12]=2)[C@H:4]([CH:32]=C)[O:3]1. (8) Given the product [I:8][C:3]1[C:2]([O:1][CH2:14][O:15][CH3:16])=[CH:7][CH:6]=[CH:5][N:4]=1, predict the reactants needed to synthesize it. The reactants are: [OH:1][C:2]1[C:3]([I:8])=[N:4][CH:5]=[CH:6][CH:7]=1.CN(C=O)C.[CH3:14][O:15][CH2:16]Cl. (9) Given the product [C:1]([O:4][CH2:5][CH2:6][C:7]1[C:16]2[C:11](=[CH:12][CH:13]=[CH:14][CH:15]=2)[C:10]([NH:17][C:18]([O:20][C:21]([CH3:24])([CH3:23])[CH3:22])=[O:19])=[CH:9][C:8]=1[NH2:25])(=[O:3])[CH3:2], predict the reactants needed to synthesize it. The reactants are: [C:1]([O:4][CH2:5][CH2:6][C:7]1[C:16]2[C:11](=[CH:12][CH:13]=[CH:14][CH:15]=2)[C:10]([NH:17][C:18]([O:20][C:21]([CH3:24])([CH3:23])[CH3:22])=[O:19])=[CH:9][C:8]=1[N+:25]([O-])=O)(=[O:3])[CH3:2].